From a dataset of Forward reaction prediction with 1.9M reactions from USPTO patents (1976-2016). Predict the product of the given reaction. (1) Given the reactants [CH2:1]([N:8]=[N+:9]=[N-:10])[C:2]1[CH:7]=[CH:6][CH:5]=[CH:4][CH:3]=1.[C:11]([C@@H:13]1[C@@:17]2([CH3:45])[CH2:18][C@@H:19]([O:41][CH2:42][O:43][CH3:44])[CH:20]3[C@:33]45[C@@:24]([OH:40])([CH2:25][C@@H:26]([O:36][CH2:37][O:38][CH3:39])[CH2:27][C@H:28]4[O:29][C:30]([CH3:35])([CH3:34])[O:31][CH2:32]5)[CH2:23][CH2:22][CH:21]3[C@@:16]2([O:46][CH2:47][O:48][CH3:49])[CH2:15][CH2:14]1)#[CH:12].O=C1O[C@H]([C@H](CO)O)C([O-])=C1O.[Na+], predict the reaction product. The product is: [CH2:1]([N:8]1[CH:12]=[C:11]([C@@H:13]2[C@@:17]3([CH3:45])[CH2:18][C@@H:19]([O:41][CH2:42][O:43][CH3:44])[CH:20]4[C@:33]56[C@@:24]([OH:40])([CH2:25][C@@H:26]([O:36][CH2:37][O:38][CH3:39])[CH2:27][C@H:28]5[O:29][C:30]([CH3:35])([CH3:34])[O:31][CH2:32]6)[CH2:23][CH2:22][CH:21]4[C@@:16]3([O:46][CH2:47][O:48][CH3:49])[CH2:15][CH2:14]2)[N:10]=[N:9]1)[C:2]1[CH:7]=[CH:6][CH:5]=[CH:4][CH:3]=1. (2) Given the reactants [C:1]([O:5][CH:6]([C:12]1[C:16](B2OC(C)(C)C(C)(C)O2)=[C:15]([CH3:26])[S:14][C:13]=1[CH3:27])[C:7]([O:9][CH2:10][CH3:11])=[O:8])([CH3:4])([CH3:3])[CH3:2].FC(F)(F)S(O[C:34]1[CH2:39][CH2:38][CH:37]([C:40]([F:43])([F:42])[F:41])[CH2:36][CH:35]=1)(=O)=O.C(OC(C1C(C2CCC(C(F)(F)F)CC=2)=C(C)SC=1C)C([O-])=O)(C)(C)C, predict the reaction product. The product is: [C:1]([O:5][CH:6]([C:12]1[C:16]([C:34]2[CH2:39][CH2:38][CH:37]([C:40]([F:43])([F:42])[F:41])[CH2:36][CH:35]=2)=[C:15]([CH3:26])[S:14][C:13]=1[CH3:27])[C:7]([O:9][CH2:10][CH3:11])=[O:8])([CH3:2])([CH3:3])[CH3:4]. (3) Given the reactants Br[C:2]1[CH:3]=[CH:4][C:5]([NH:8][C:9]2[S:10][CH:11]=[CH:12][N:13]=2)=[N:6][CH:7]=1.C[Li].C([Li])CCC.[C:21]1([S:27][S:27][C:21]2[CH:26]=[CH:25][CH:24]=[CH:23][CH:22]=2)[CH:26]=[CH:25][CH:24]=[CH:23][CH:22]=1.[NH4+].[Cl-], predict the reaction product. The product is: [C:21]1([S:27][C:2]2[CH:3]=[CH:4][C:5]([NH:8][C:9]3[S:10][CH:11]=[CH:12][N:13]=3)=[N:6][CH:7]=2)[CH:26]=[CH:25][CH:24]=[CH:23][CH:22]=1. (4) The product is: [Cl:29][C:28]1[CH:27]=[C:26]([CH3:30])[CH:25]=[C:24]([Cl:31])[C:23]=1[O:22][CH2:21][CH2:20][CH2:19][CH2:18][CH2:17][CH2:16][N:9]1[CH2:10][CH2:11][N:7]([C:3]2[CH:2]=[N:1][CH:6]=[CH:5][CH:4]=2)[C:8]1=[O:12]. Given the reactants [N:1]1[CH:6]=[CH:5][CH:4]=[C:3]([N:7]2[CH2:11][CH2:10][NH:9][C:8]2=[O:12])[CH:2]=1.[H-].[Na+].Br[CH2:16][CH2:17][CH2:18][CH2:19][CH2:20][CH2:21][O:22][C:23]1[C:28]([Cl:29])=[CH:27][C:26]([CH3:30])=[CH:25][C:24]=1[Cl:31], predict the reaction product. (5) The product is: [O:23]1[CH2:28][CH:27]=[C:26]([C:16]2[CH:15]=[C:14]([F:20])[C:13]3[O:12][C:11]4[C:6](=[CH:7][C:8]([C:43]5[CH:48]=[N:47][CH:46]=[CH:45][N:44]=5)=[CH:9][CH:10]=4)[C@@:5]4([CH2:4][O:3][C:2]([NH2:1])=[N:22]4)[C:18]=3[CH:17]=2)[CH2:25][CH2:24]1. Given the reactants [NH2:1][C:2]1[O:3][CH2:4][C@@:5]2([N:22]=1)[C:18]1[CH:17]=[C:16](Br)[CH:15]=[C:14]([F:20])[C:13]=1[O:12][C:11]1[C:6]2=[CH:7][C:8](O)=[CH:9][CH:10]=1.[O:23]1[CH2:28][CH:27]=[C:26](B2OC(C)(C)C(C)(C)O2)[CH2:25][CH2:24]1.C([Sn](CCCC)(CCCC)[C:43]1[CH:48]=[N:47][CH:46]=[CH:45][N:44]=1)CCC, predict the reaction product. (6) Given the reactants [Cl:1][CH2:2][C:3](=[O:11])[CH2:4][C:5]([O:7][CH2:8][CH2:9][CH3:10])=[O:6].C(OCC)(OCC)O[CH2:14][CH3:15].O=P12OP3(OP(OP(O3)(O1)=O)(=O)O2)=O, predict the reaction product. The product is: [Cl:1][CH2:2]/[C:3](/[O:11][CH2:14][CH3:15])=[CH:4]\[C:5]([O:7][CH2:8][CH2:9][CH3:10])=[O:6]. (7) Given the reactants [C:1]1([C@@:7]2([CH2:19][NH:20][C:21](=[O:27])[O:22][C:23]([CH3:26])([CH3:25])[CH3:24])[CH2:9][C@H:8]2[CH2:10][O:11][CH2:12][C:13]2[CH:18]=[CH:17][CH:16]=[CH:15][CH:14]=2)[CH:6]=[CH:5][CH:4]=[CH:3][CH:2]=1.CI.[CH3:30][Si]([N-][Si](C)(C)C)(C)C.[Na+], predict the reaction product. The product is: [CH3:30][N:20]([CH2:19][C@:7]1([C:1]2[CH:6]=[CH:5][CH:4]=[CH:3][CH:2]=2)[CH2:9][C@H:8]1[CH2:10][O:11][CH2:12][C:13]1[CH:14]=[CH:15][CH:16]=[CH:17][CH:18]=1)[C:21](=[O:27])[O:22][C:23]([CH3:24])([CH3:26])[CH3:25].